Dataset: NCI-60 drug combinations with 297,098 pairs across 59 cell lines. Task: Regression. Given two drug SMILES strings and cell line genomic features, predict the synergy score measuring deviation from expected non-interaction effect. Drug 1: C1CCC(C1)C(CC#N)N2C=C(C=N2)C3=C4C=CNC4=NC=N3. Drug 2: C1C(C(OC1N2C=C(C(=O)NC2=O)F)CO)O. Cell line: UACC62. Synergy scores: CSS=17.0, Synergy_ZIP=4.26, Synergy_Bliss=1.15, Synergy_Loewe=-22.3, Synergy_HSA=-6.10.